This data is from Catalyst prediction with 721,799 reactions and 888 catalyst types from USPTO. The task is: Predict which catalyst facilitates the given reaction. (1) Reactant: [CH3:1][N:2]1[C:10]([CH:11]=O)=[N:9][C:8]2[C:3]1=[N:4][C:5]([N:19]1[C:23]3[CH:24]=[CH:25][CH:26]=[CH:27][C:22]=3[N:21]=[C:20]1[CH3:28])=[N:6][C:7]=2[N:13]1[CH2:18][CH2:17][O:16][CH2:15][CH2:14]1.[NH:29]1[CH2:32][CH:31]([C:33]([N:35]2[CH2:39][CH2:38][CH2:37][CH2:36]2)=[O:34])[CH2:30]1.C(O[BH-](OC(=O)C)OC(=O)C)(=O)C.[Na+]. Product: [CH3:1][N:2]1[C:10]([CH2:11][N:29]2[CH2:30][CH:31]([C:33]([N:35]3[CH2:36][CH2:37][CH2:38][CH2:39]3)=[O:34])[CH2:32]2)=[N:9][C:8]2[C:3]1=[N:4][C:5]([N:19]1[C:23]3[CH:24]=[CH:25][CH:26]=[CH:27][C:22]=3[N:21]=[C:20]1[CH3:28])=[N:6][C:7]=2[N:13]1[CH2:14][CH2:15][O:16][CH2:17][CH2:18]1. The catalyst class is: 26. (2) Reactant: [CH2:1]([O:8][C:9]1[CH:14]=[CH:13][CH:12]=[C:11]([F:15])[C:10]=1[F:16])[C:2]1[CH:7]=[CH:6][CH:5]=[CH:4][CH:3]=1.CCCCCC.C([Li])CCC.[C:28](=[O:30])=[O:29]. Product: [CH2:1]([O:8][C:9]1[CH:14]=[CH:13][C:12]([C:28]([OH:30])=[O:29])=[C:11]([F:15])[C:10]=1[F:16])[C:2]1[CH:3]=[CH:4][CH:5]=[CH:6][CH:7]=1. The catalyst class is: 1. (3) Reactant: [CH2:1]([O:5][C:6]1[CH:11]=[C:10](Cl)[N:9]=[CH:8][N:7]=1)[C:2]#[C:3][CH3:4].C(=O)([O-])[O-].[K+].[K+].Cl.[CH3:20][C:21]1([CH3:27])[CH2:26][CH2:25][CH2:24][NH:23][CH2:22]1.[Cl-].[NH4+]. Product: [CH2:1]([O:5][C:6]1[CH:11]=[C:10]([N:23]2[CH2:24][CH2:25][CH2:26][C:21]([CH3:27])([CH3:20])[CH2:22]2)[N:9]=[CH:8][N:7]=1)[C:2]#[C:3][CH3:4]. The catalyst class is: 10.